From a dataset of Peptide-MHC class I binding affinity with 185,985 pairs from IEDB/IMGT. Regression. Given a peptide amino acid sequence and an MHC pseudo amino acid sequence, predict their binding affinity value. This is MHC class I binding data. (1) The peptide sequence is KSNRIPFLY. The MHC is HLA-A11:01 with pseudo-sequence HLA-A11:01. The binding affinity (normalized) is 0.820. (2) The peptide sequence is ELLGYCVSLF. The MHC is HLA-A32:01 with pseudo-sequence HLA-A32:01. The binding affinity (normalized) is 0.139. (3) The peptide sequence is VGNDYVKF. The MHC is Mamu-B52 with pseudo-sequence Mamu-B52. The binding affinity (normalized) is 0.899. (4) The peptide sequence is MAWGGSYIA. The MHC is HLA-B35:01 with pseudo-sequence HLA-B35:01. The binding affinity (normalized) is 0.847. (5) The peptide sequence is IMDKNIILKA. The MHC is HLA-A02:01 with pseudo-sequence HLA-A02:01. The binding affinity (normalized) is 0.0139.